From a dataset of Full USPTO retrosynthesis dataset with 1.9M reactions from patents (1976-2016). Predict the reactants needed to synthesize the given product. (1) Given the product [Br:1][C:2]1[CH:7]=[CH:6][C:5]([C:8]2[N:12]([C:11]3[CH:13]=[CH:14][CH:15]=[CH:16][CH:10]=3)[C:10]3[CH:16]=[CH:15][CH:14]=[CH:13][C:11]=3[N:12]=2)=[CH:4][CH:3]=1, predict the reactants needed to synthesize it. The reactants are: [Br:1][C:2]1[CH:7]=[CH:6][C:5]([C:8]2O[C:10]3[CH:16]=[CH:15][CH:14]=[CH:13][C:11]=3[N:12]=2)=[CH:4][CH:3]=1.P(Cl)(Cl)(Cl)=O. (2) Given the product [CH:6]1([CH2:11][N:12]2[C:16]3=[N:17][CH:18]=[C:19]([F:21])[CH:20]=[C:15]3[C:14]([C:22]3[N:23]=[N:24][C:25]4[C:29]([CH3:34])([CH3:35])[C:30](=[O:32])[NH:36][C:26]=4[N:27]=3)=[N:13]2)[CH2:7][CH2:8][CH2:9][CH2:10]1, predict the reactants needed to synthesize it. The reactants are: P(Cl)(Cl)(Cl)=O.[CH:6]1([CH2:11][N:12]2[C:16]3=[N:17][CH:18]=[C:19]([F:21])[CH:20]=[C:15]3[C:14]([C:22]3[N:23]=[N:24][C:25]([C:29]([CH3:35])([CH3:34])[C:30]([O:32]C)=O)=[C:26](O)[N:27]=3)=[N:13]2)[CH2:10][CH2:9][CH2:8][CH2:7]1.[NH3:36]. (3) Given the product [C:37]([O:40][C:41](=[O:42])[NH:16][C:5]1[CH:6]=[C:7]([O:10][CH2:11][C:12]([F:13])([F:14])[F:15])[CH:8]=[CH:9][C:4]=1[N+:1]([O-:3])=[O:2])([CH3:39])([CH3:38])[CH3:36], predict the reactants needed to synthesize it. The reactants are: [N+:1]([C:4]1[CH:9]=[CH:8][C:7]([O:10][CH2:11][C:12]([F:15])([F:14])[F:13])=[CH:6][C:5]=1[NH2:16])([O-:3])=[O:2].ClC1C=CC([N+]([O-])=O)=C(N)C=1.FC(F)(F)CO.[OH-].[K+].[CH3:36][C:37]([O:40][C:41](O[C:41]([O:40][C:37]([CH3:39])([CH3:38])[CH3:36])=[O:42])=[O:42])([CH3:39])[CH3:38].C(O)(C(F)(F)F)=O. (4) Given the product [Cl:1][C:2]1[CH:3]=[CH:4][CH:5]=[C:6]2[C:11]=1[C:10]([CH2:12][C:13]1[CH:14]=[C:26]([CH:18]=[C:19]([F:21])[CH:20]=1)[C:25]([OH:23])=[O:27])=[N:9][NH:8][C:7]2=[O:22], predict the reactants needed to synthesize it. The reactants are: [Cl:1][C:2]1[CH:3]=[CH:4][CH:5]=[C:6]2[C:11]=1[C:10]([CH2:12][C:13]1[CH:14]=C([CH:18]=[C:19]([F:21])[CH:20]=1)C#N)=[N:9][NH:8][C:7]2=[O:22].[OH-:23].[K+].[CH2:25]([OH:27])[CH3:26]. (5) Given the product [CH:1]1([O:6][C:7]2[CH:15]=[CH:14][C:13]([S:16]([CH3:19])(=[O:18])=[O:17])=[CH:12][C:8]=2[C:9]([N:34]2[CH2:35][CH2:36][N:31]([C:29]3[S:30][C:26]([S:23]([CH2:21][CH3:22])(=[O:25])=[O:24])=[CH:27][N:28]=3)[CH2:32][CH2:33]2)=[O:11])[CH2:2][CH2:3][CH2:4][CH2:5]1, predict the reactants needed to synthesize it. The reactants are: [CH:1]1([O:6][C:7]2[CH:15]=[CH:14][C:13]([S:16]([CH3:19])(=[O:18])=[O:17])=[CH:12][C:8]=2[C:9]([OH:11])=O)[CH2:5][CH2:4][CH2:3][CH2:2]1.Cl.[CH2:21]([S:23]([C:26]1[S:30][C:29]([N:31]2[CH2:36][CH2:35][NH:34][CH2:33][CH2:32]2)=[N:28][CH:27]=1)(=[O:25])=[O:24])[CH3:22]. (6) Given the product [CH3:33][N:28]1[C:29]2[C@@:24]([CH3:35])([C@H:23]3[CH2:22][CH2:21][C@@:20]4([CH3:36])[C@@H:19]([CH2:18][CH:17]=[C:16]4[C:5]4[CH:6]=[N:1][CH:2]=[N:3][CH:4]=4)[C@@H:32]3[CH2:31][CH:30]=2)[CH2:25][CH2:26][C:27]1=[O:34], predict the reactants needed to synthesize it. The reactants are: [N:1]1[CH:6]=[C:5](B(O)O)[CH:4]=[N:3][CH:2]=1.FC(F)(F)S(O[C:16]1[C@@:20]2([CH3:36])[CH2:21][CH2:22][C@H:23]3[C@H:32]([C@@H:19]2[CH2:18][CH:17]=1)[CH2:31][CH:30]=[C:29]1[C@:24]3([CH3:35])[CH2:25][CH2:26][C:27](=[O:34])[N:28]1[CH3:33])(=O)=O.